This data is from Catalyst prediction with 721,799 reactions and 888 catalyst types from USPTO. The task is: Predict which catalyst facilitates the given reaction. (1) Reactant: [CH:1]1([CH2:7][CH2:8][CH2:9][C@@H:10]([C:15]2[O:19][N:18]=[C:17]([C:20]([O:22]CC)=O)[N:16]=2)[CH2:11][C:12]([OH:14])=O)[CH2:6][CH2:5][CH2:4][CH2:3][CH2:2]1.C(N(CC)CC)C.Cl.C([O:37][C:38](=[O:41])[CH2:39][NH2:40])(C)(C)C.CN1CCOCC1.ClC(OCC(C)C)=O.C[Si](C)(C)[O:59][NH2:60]. Product: [CH:1]1([CH2:7][CH2:8][CH2:9][C@@H:10]([C:15]2[O:19][N:18]=[C:17]([C:20]([NH:40][CH2:39][C:38]([OH:37])=[O:41])=[O:22])[N:16]=2)[CH2:11][C:12]([NH:60][OH:59])=[O:14])[CH2:2][CH2:3][CH2:4][CH2:5][CH2:6]1. The catalyst class is: 412. (2) Product: [CH3:1][O:2][C:3](=[O:15])[C:4]1[CH:13]=[C:12]([I:14])[CH:11]=[C:6]([C:7]([OH:9])=[O:8])[CH:5]=1. Reactant: [CH3:1][O:2][C:3](=[O:15])[C:4]1[CH:13]=[C:12]([I:14])[CH:11]=[C:6]([C:7]([O:9]C)=[O:8])[CH:5]=1.[OH-].[Na+].Cl. The catalyst class is: 5. (3) Reactant: C(Cl)(=O)C(Cl)=O.CS(C)=O.[OH:11][CH:12]1[C:21]2[C:16](=[N:17][C:18]([C:29]3[CH:34]=[CH:33][C:32]([CH3:35])=[CH:31][CH:30]=3)=[C:19]([C:22]3[CH:27]=[CH:26][C:25]([CH3:28])=[CH:24][CH:23]=3)[N:20]=2)[N:15]([C:36]([O:38][C:39]([CH3:42])([CH3:41])[CH3:40])=[O:37])[CH2:14][CH2:13]1.C(N(CC)CC)C. Product: [O:11]=[C:12]1[C:21]2[C:16](=[N:17][C:18]([C:29]3[CH:34]=[CH:33][C:32]([CH3:35])=[CH:31][CH:30]=3)=[C:19]([C:22]3[CH:23]=[CH:24][C:25]([CH3:28])=[CH:26][CH:27]=3)[N:20]=2)[N:15]([C:36]([O:38][C:39]([CH3:42])([CH3:41])[CH3:40])=[O:37])[CH2:14][CH2:13]1. The catalyst class is: 2. (4) Reactant: CS(O[CH:6]1[CH2:15][CH2:14][C:9]2([O:13][CH2:12][CH2:11][O:10]2)[CH2:8][CH2:7]1)(=O)=O.[NH:16]1[CH:20]=[C:19]([C:21]2[C:22]3[CH:29]=[CH:28][N:27]([CH2:30][O:31][CH2:32][CH2:33][Si:34]([CH3:37])([CH3:36])[CH3:35])[C:23]=3[N:24]=[CH:25][N:26]=2)[CH:18]=[N:17]1.[H-].[Na+]. Product: [O:13]1[C:9]2([CH2:14][CH2:15][CH:6]([N:16]3[CH:20]=[C:19]([C:21]4[C:22]5[CH:29]=[CH:28][N:27]([CH2:30][O:31][CH2:32][CH2:33][Si:34]([CH3:37])([CH3:36])[CH3:35])[C:23]=5[N:24]=[CH:25][N:26]=4)[CH:18]=[N:17]3)[CH2:7][CH2:8]2)[O:10][CH2:11][CH2:12]1. The catalyst class is: 3. (5) Reactant: [CH3:1][NH:2][N:3]=[CH:4][C:5](=[O:7])[CH3:6].[F:8][C:9]([F:21])([F:20])[C:10]1[CH:15]=[CH:14][C:13]([C:16](=O)[CH:17]=[O:18])=[CH:12][CH:11]=1. Product: [F:8][C:9]([F:21])([F:20])[C:10]1[CH:15]=[CH:14][C:13]([C:16]2[N:2]([CH3:1])[N:3]=[C:4]([C:5](=[O:7])[CH3:6])[C:17]=2[OH:18])=[CH:12][CH:11]=1. The catalyst class is: 15. (6) Reactant: [H-].[Na+].C(C1C=CC(OC2C=CC(C(NC3C=CC(C(F)(F)F)=CC=3)=O)=CN=2)=CC=1)(=O)C.[Cl-].[NH4+].[F:34][C:35]([F:67])([F:66])[C:36]1[CH:41]=[CH:40][C:39]([NH:42][C:43]([C:45]2[CH:46]=[CH:47][C:48]([O:51][C:52]3[CH:57]=[CH:56][C:55]([C:58]([CH3:65])=[CH:59][C:60]([O:62][CH2:63][CH3:64])=[O:61])=[CH:54][CH:53]=3)=[N:49][CH:50]=2)=[O:44])=[CH:38][CH:37]=1. Product: [F:66][C:35]([F:34])([F:67])[C:36]1[CH:37]=[CH:38][C:39]([NH:42][C:43]([C:45]2[CH:46]=[CH:47][C:48]([O:51][C:52]3[CH:57]=[CH:56][C:55]([CH:58]([CH3:65])[CH2:59][C:60]([O:62][CH2:63][CH3:64])=[O:61])=[CH:54][CH:53]=3)=[N:49][CH:50]=2)=[O:44])=[CH:40][CH:41]=1. The catalyst class is: 1.